Dataset: Catalyst prediction with 721,799 reactions and 888 catalyst types from USPTO. Task: Predict which catalyst facilitates the given reaction. (1) Reactant: [CH3:1][O:2][C:3]1[CH:4]=[C:5]2[C:10](=[CH:11][C:12]=1[O:13][CH3:14])[N:9]=[CH:8][CH:7]=[C:6]2[O:15][C:16]1[CH:22]=[CH:21][C:19]([NH2:20])=[CH:18][C:17]=1[F:23].C(N(CC)CC)C.Cl[C:32](Cl)([O:34]C(=O)OC(Cl)(Cl)Cl)Cl.[NH2:43][C:44]1[CH:48]=[CH:47][O:46][N:45]=1. Product: [CH3:1][O:2][C:3]1[CH:4]=[C:5]2[C:10](=[CH:11][C:12]=1[O:13][CH3:14])[N:9]=[CH:8][CH:7]=[C:6]2[O:15][C:16]1[CH:22]=[CH:21][C:19]([NH:20][C:32]([NH:43][C:44]2[CH:48]=[CH:47][O:46][N:45]=2)=[O:34])=[CH:18][C:17]=1[F:23]. The catalyst class is: 146. (2) Reactant: [Br:1][CH2:2][CH2:3][CH2:4][CH2:5][C:6](Cl)=[O:7].[CH3:9][O:10][C:11]1[CH:16]=[CH:15][C:14]([C:17]2[NH:21][N:20]=[C:19]([NH2:22])[CH:18]=2)=[CH:13][CH:12]=1.C(N(C(C)C)CC)(C)C. Product: [CH3:9][O:10][C:11]1[CH:12]=[CH:13][C:14]([C:17]2[NH:21][N:20]=[C:19]([NH:22][C:6](=[O:7])[CH2:5][CH2:4][CH2:3][CH2:2][Br:1])[CH:18]=2)=[CH:15][CH:16]=1. The catalyst class is: 44.